This data is from Peptide-MHC class II binding affinity with 134,281 pairs from IEDB. The task is: Regression. Given a peptide amino acid sequence and an MHC pseudo amino acid sequence, predict their binding affinity value. This is MHC class II binding data. The peptide sequence is LDAAYSVAYKAAVGA. The MHC is DRB1_1001 with pseudo-sequence DRB1_1001. The binding affinity (normalized) is 0.641.